The task is: Predict the reaction yield, written as a fraction of the theoretical maximum amount of product (1.0 means a 100% yield; for example, 0.34 means a 34% yield).. This data is from Reaction yield outcomes from USPTO patents with 853,638 reactions. (1) The reactants are Br[C:2]1[CH:3]=[C:4]([NH:10][C:11]2[CH:16]=[CH:15][C:14]([N:17]3[CH2:22][CH2:21][N:20]([CH:23]4[CH2:26][O:25][CH2:24]4)[CH2:19][C@H:18]3[CH3:27])=[CH:13][N:12]=2)[C:5](=[O:9])[N:6]([CH3:8])[CH:7]=1.[C:28]([O:31][CH2:32][C:33]1[C:38](B2OC(C)(C)C(C)(C)O2)=[CH:37][C:36]([F:48])=[CH:35][C:34]=1[N:49]1[C:61](=[O:62])[C:60]2[S:59][C:58]3[CH2:57][CH2:56][CH2:55][CH2:54][C:53]=3[C:52]=2[CH:51]=[N:50]1)(=[O:30])[CH3:29]. No catalyst specified. The product is [C:28]([O:31][CH2:32][C:33]1[C:34]([N:49]2[C:61](=[O:62])[C:60]3[S:59][C:58]4[CH2:57][CH2:56][CH2:55][CH2:54][C:53]=4[C:52]=3[CH:51]=[N:50]2)=[CH:35][C:36]([F:48])=[CH:37][C:38]=1[C:2]1[CH:3]=[C:4]([NH:10][C:11]2[CH:16]=[CH:15][C:14]([N:17]3[CH2:22][CH2:21][N:20]([CH:23]4[CH2:26][O:25][CH2:24]4)[CH2:19][C@H:18]3[CH3:27])=[CH:13][N:12]=2)[C:5](=[O:9])[N:6]([CH3:8])[CH:7]=1)(=[O:30])[CH3:29]. The yield is 0.480. (2) The reactants are [F:1][C:2]1[CH:24]=[CH:23][C:5]([O:6][CH2:7][C:8]2[N:9]=[C:10]3[S:17][C:16]([CH3:18])=[C:15]([C:19]([O:21]C)=O)[N:11]3[C:12](=[O:14])[CH:13]=2)=[CH:4][CH:3]=1.[CH2:25]([Mg]Br)[CH3:26]. The catalyst is O1CCCC1. The product is [F:1][C:2]1[CH:24]=[CH:23][C:5]([O:6][CH2:7][C:8]2[N:9]=[C:10]3[S:17][C:16]([CH3:18])=[C:15]([C:19](=[O:21])[CH2:25][CH3:26])[N:11]3[C:12](=[O:14])[CH:13]=2)=[CH:4][CH:3]=1. The yield is 0.920. (3) The reactants are CO[C:3]([C:5]1[NH:6][N:7]=[C:8]([O:10][CH2:11][C:12]2[C:13]([CH2:18][CH2:19][CH2:20][CH3:21])=[N:14][O:15][C:16]=2[CH3:17])[CH:9]=1)=[O:4].[CH2:22]([CH2:24][NH2:25])[OH:23]. No catalyst specified. The product is [OH:23][CH2:22][CH2:24][NH:25][C:3]([C:5]1[NH:6][N:7]=[C:8]([O:10][CH2:11][C:12]2[C:13]([CH2:18][CH2:19][CH2:20][CH3:21])=[N:14][O:15][C:16]=2[CH3:17])[CH:9]=1)=[O:4]. The yield is 0.910. (4) The reactants are Br[CH:2]([CH2:5][C:6]1[CH:11]=[CH:10][C:9]([O:12][CH3:13])=[CH:8][CH:7]=1)[CH:3]=O.[NH2:14][C:15]([NH2:17])=[S:16]. The catalyst is CCO. The product is [CH3:13][O:12][C:9]1[CH:10]=[CH:11][C:6]([CH2:5][C:2]2[S:16][C:15]([NH2:17])=[N:14][CH:3]=2)=[CH:7][CH:8]=1. The yield is 0.752. (5) The reactants are [Cl:1][C:2]1[C:3]2[CH:22]=[C:21]([Cl:23])[CH:20]=[CH:19][C:4]=2[N:5]([CH2:10][C:11]2[CH:16]=[CH:15][C:14]([O:17][CH3:18])=[CH:13][CH:12]=2)[C:6](=[O:9])[CH2:7]N=1.[CH3:24]C(C)([O-])C.[K+].[Br:30][C:31]1[CH:38]=[CH:37][CH:36]=[CH:35][C:32]=1[CH2:33]Br. The catalyst is C1COCC1. The product is [Br:30][C:31]1[CH:38]=[CH:37][CH:36]=[CH:35][C:32]=1[CH2:33][CH:7]1[C:6](=[O:9])[N:5]([CH2:10][C:11]2[CH:16]=[CH:15][C:14]([O:17][CH3:18])=[CH:13][CH:12]=2)[C:4]2[CH:19]=[CH:20][C:21]([Cl:23])=[CH:22][C:3]=2[C:2]([Cl:1])=[CH:24]1. The yield is 0.740. (6) The reactants are Cl[C:2]1[CH:11]=[CH:10][C:9]2[C:4](=[C:5]([C:12]3[CH:17]=[CH:16][C:15]([C:18]4[CH:19]=[N:20][N:21]([CH3:23])[CH:22]=4)=[CH:14][C:13]=3[F:24])[CH:6]=[N:7][CH:8]=2)[N:3]=1.[CH3:25][N:26](C=O)C. The catalyst is [C-]#N.[C-]#N.[Zn+2].C1C=CC([P]([Pd]([P](C2C=CC=CC=2)(C2C=CC=CC=2)C2C=CC=CC=2)([P](C2C=CC=CC=2)(C2C=CC=CC=2)C2C=CC=CC=2)[P](C2C=CC=CC=2)(C2C=CC=CC=2)C2C=CC=CC=2)(C2C=CC=CC=2)C2C=CC=CC=2)=CC=1. The product is [F:24][C:13]1[CH:14]=[C:15]([C:18]2[CH:19]=[N:20][N:21]([CH3:23])[CH:22]=2)[CH:16]=[CH:17][C:12]=1[C:5]1[CH:6]=[N:7][CH:8]=[C:9]2[C:4]=1[N:3]=[C:2]([C:25]#[N:26])[CH:11]=[CH:10]2. The yield is 0.490. (7) The reactants are [CH2:1]([O:3][C:4]([C@@H:6]1[CH2:15][C@@H:14]2[C@@H:9]([CH2:10][CH2:11][C@H:12]([O:16][C:17]3[CH:22]=[C:21]([Cl:23])[CH:20]=[CH:19][C:18]=3[C:24]([O:26][CH2:27][CH3:28])=[O:25])[CH2:13]2)[CH2:8][N:7]1C(OC(C)(C)C)=O)=[O:5])[CH3:2].Cl. The catalyst is C(OCC)(=O)C. The product is [ClH:23].[CH2:1]([O:3][C:4]([C@@H:6]1[CH2:15][C@@H:14]2[C@@H:9]([CH2:10][CH2:11][C@H:12]([O:16][C:17]3[CH:22]=[C:21]([Cl:23])[CH:20]=[CH:19][C:18]=3[C:24]([O:26][CH2:27][CH3:28])=[O:25])[CH2:13]2)[CH2:8][NH:7]1)=[O:5])[CH3:2]. The yield is 0.930.